From a dataset of NCI-60 drug combinations with 297,098 pairs across 59 cell lines. Regression. Given two drug SMILES strings and cell line genomic features, predict the synergy score measuring deviation from expected non-interaction effect. (1) Drug 1: C1C(C(OC1N2C=NC3=C(N=C(N=C32)Cl)N)CO)O. Drug 2: C(CN)CNCCSP(=O)(O)O. Cell line: SF-295. Synergy scores: CSS=13.6, Synergy_ZIP=-2.24, Synergy_Bliss=-0.0474, Synergy_Loewe=-78.0, Synergy_HSA=-0.412. (2) Drug 1: CC(CN1CC(=O)NC(=O)C1)N2CC(=O)NC(=O)C2. Drug 2: C1=C(C(=O)NC(=O)N1)N(CCCl)CCCl. Cell line: HL-60(TB). Synergy scores: CSS=92.1, Synergy_ZIP=16.2, Synergy_Bliss=16.3, Synergy_Loewe=16.2, Synergy_HSA=19.4.